This data is from Experimentally validated miRNA-target interactions with 360,000+ pairs, plus equal number of negative samples. The task is: Binary Classification. Given a miRNA mature sequence and a target amino acid sequence, predict their likelihood of interaction. (1) The miRNA is hsa-miR-511-3p with sequence AAUGUGUAGCAAAAGACAGA. The protein sequence of the target gene is MDQYVSTAPPRFPIAQLGTFKQDSAGMGRIFKGNLLQKKALTTFENEHHIRFFTLLVLFHVMVLLRNHSRIQGVSEDWKRANSIFRNFLRLKSSRNTAEAE. Result: 1 (interaction). (2) The miRNA is cel-miR-242 with sequence UUGCGUAGGCCUUUGCUUCGA. The protein sequence of the target gene is MQRRLVQQWSVAVFLLSYAVPSCGRSVEGLSRRLKRAVSEHQLLHDKGKSIQDLRRRFFLHHLIAEIHTAEIRATSEVSPNSKPSPNTKNHPVRFGSDDEGRYLTQETNKVETYKEQPLKTPGKKKKGKPGKRKEQEKKKRRTRSAWLDSGVTGSGLEGDHLSDTSTTSLELDSRRH. Result: 0 (no interaction).